Predict the reactants needed to synthesize the given product. From a dataset of Full USPTO retrosynthesis dataset with 1.9M reactions from patents (1976-2016). (1) Given the product [OH:18][CH2:17][CH2:16][CH2:15][CH2:14][NH:13][C:4](=[O:11])[C:5]1[CH:10]=[CH:9][CH:8]=[CH:7][C:6]=1[NH2:1], predict the reactants needed to synthesize it. The reactants are: [NH:1]1[C:6]2[CH:7]=[CH:8][CH:9]=[CH:10][C:5]=2[C:4](=[O:11])OC1=O.[NH2:13][CH2:14][CH2:15][CH2:16][CH2:17][OH:18]. (2) Given the product [C:18]([S:3][CH2:4][CH2:5][CH2:6][Si:7]([O:14][CH2:15][CH3:16])([O:8][CH2:9][CH3:10])[O:11][CH2:12][CH3:13])(=[O:26])[CH2:19][CH2:20][CH2:21][CH2:22][CH2:23][CH2:24][CH3:25], predict the reactants needed to synthesize it. The reactants are: N#N.[SH:3][CH2:4][CH2:5][CH2:6][Si:7]([O:14][CH2:15][CH3:16])([O:11][CH2:12][CH3:13])[O:8][CH2:9][CH3:10].[SiH4].[C:18](Cl)(=[O:26])[CH2:19][CH2:20][CH2:21][CH2:22][CH2:23][CH2:24][CH3:25]. (3) Given the product [CH:22]([N:21]1[CH:20]=[N:19][N:18]=[C:17]1[C:11]1[S:12][C:13]2[CH2:14][CH2:15][O:16][C:7]3[CH:6]=[C:5]([C:3]([OH:4])=[O:2])[CH:26]=[CH:25][C:8]=3[C:9]=2[N:10]=1)([CH3:24])[CH3:23], predict the reactants needed to synthesize it. The reactants are: C[O:2][C:3]([C:5]1[CH:26]=[CH:25][C:8]2[C:9]3[N:10]=[C:11]([C:17]4[N:21]([CH:22]([CH3:24])[CH3:23])[CH:20]=[N:19][N:18]=4)[S:12][C:13]=3[CH2:14][CH2:15][O:16][C:7]=2[CH:6]=1)=[O:4].[OH-].[Li+].Cl. (4) Given the product [OH:44][C:34]1[C:33](=[O:32])[N:12]([C:13]2[S:14][C:15]([S:18]([C:21]3[CH:22]=[CH:23][C:24]([N+:27]([O-:29])=[O:28])=[CH:25][CH:26]=3)(=[O:19])=[O:20])=[CH:16][N:17]=2)[CH:8]([C:7]2[CH:10]=[CH:11][C:4]([CH:1]([CH3:3])[CH3:2])=[CH:5][CH:6]=2)[C:35]=1[C:36]([C:37]1[CH:38]=[N:39][CH:40]=[CH:41][CH:42]=1)=[O:43], predict the reactants needed to synthesize it. The reactants are: [CH:1]([C:4]1[CH:11]=[CH:10][C:7]([CH:8]=O)=[CH:6][CH:5]=1)([CH3:3])[CH3:2].[NH2:12][C:13]1[S:14][C:15]([S:18]([C:21]2[CH:26]=[CH:25][C:24]([N+:27]([O-:29])=[O:28])=[CH:23][CH:22]=2)(=[O:20])=[O:19])=[CH:16][N:17]=1.C([O:32][C:33](=O)[C:34]([OH:44])=[CH:35][C:36](=[O:43])[C:37]1[CH:38]=[N:39][CH:40]=[CH:41][CH:42]=1)C. (5) Given the product [CH:33]1([O:36][N:26]2[C:27]([CH3:30])([CH3:29])[CH2:28][CH:23]([O:22][C:3](=[O:21])[CH2:4][CH2:5][CH2:6][CH2:7][CH2:8][CH2:9][CH2:10][CH2:11][CH2:12][CH2:13][CH2:14][CH2:15][CH2:16][CH2:17][CH2:18][CH2:19][CH3:20])[CH2:24][C:25]2([CH3:31])[CH3:32])[CH2:7][CH2:6][CH2:5][CH2:4][CH2:3]1, predict the reactants needed to synthesize it. The reactants are: OO.[C:3]([O:22][CH:23]1[CH2:28][C:27]([CH3:30])([CH3:29])[NH:26][C:25]([CH3:32])([CH3:31])[CH2:24]1)(=[O:21])[CH2:4][CH2:5][CH2:6][CH2:7][CH2:8][CH2:9][CH2:10][CH2:11][CH2:12][CH2:13][CH2:14][CH2:15][CH2:16][CH2:17][CH2:18][CH2:19][CH3:20].[C:33](=[O:36])(O)[O-].[Na+].S([O-])([O-])=O.[Na+].[Na+].